This data is from Full USPTO retrosynthesis dataset with 1.9M reactions from patents (1976-2016). The task is: Predict the reactants needed to synthesize the given product. (1) Given the product [C:1]([O:5][C:6](=[O:27])[NH:7][C:8]1([CH3:26])[CH2:13][CH2:12][CH2:11][N:10]([C:14]2[C:19]([NH2:20])=[CH:18][N:17]=[C:16]3[CH2:23][CH2:24][CH2:25][C:15]=23)[CH2:9]1)([CH3:4])([CH3:2])[CH3:3], predict the reactants needed to synthesize it. The reactants are: [C:1]([O:5][C:6](=[O:27])[NH:7][C:8]1([CH3:26])[CH2:13][CH2:12][CH2:11][N:10]([C:14]2[C:19]([N+:20]([O-])=O)=[CH:18][N:17]=[C:16]3[CH2:23][CH2:24][CH2:25][C:15]=23)[CH2:9]1)([CH3:4])([CH3:3])[CH3:2].CC(O)=O. (2) Given the product [NH2:25][C:12]1[CH:13]=[C:14]([CH:17]([CH3:24])[CH2:18][C:19]([O:21][CH2:22][CH3:23])=[O:20])[CH:15]=[CH:16][C:11]=1[O:10][CH2:1][CH2:2][CH2:3][C:4]1[CH:5]=[CH:6][CH:7]=[CH:8][CH:9]=1, predict the reactants needed to synthesize it. The reactants are: [CH2:1]([O:10][C:11]1[CH:16]=[CH:15][C:14]([C:17]([CH3:24])=[CH:18][C:19]([O:21][CH2:22][CH3:23])=[O:20])=[CH:13][C:12]=1[N+:25]([O-])=O)[CH:2]=[CH:3][C:4]1[CH:9]=[CH:8][CH:7]=[CH:6][CH:5]=1. (3) Given the product [CH3:26][N:27]1[CH:31]=[C:30]([C:32]2[CH:33]=[C:34]3[C:39](=[CH:40][CH:41]=2)[N:38]([C:2]2[C:6]4[CH2:7][N:8]([C:11](=[O:13])[CH3:12])[CH2:9][CH2:10][C:5]=4[N:4]([CH:14]4[CH2:19][CH2:18][CH2:17][CH2:16][O:15]4)[N:3]=2)[CH2:37][CH2:36][CH2:35]3)[CH:29]=[N:28]1, predict the reactants needed to synthesize it. The reactants are: Br[C:2]1[C:6]2[CH2:7][N:8]([C:11](=[O:13])[CH3:12])[CH2:9][CH2:10][C:5]=2[N:4]([CH:14]2[CH2:19][CH2:18][CH2:17][CH2:16][O:15]2)[N:3]=1.C(O[Na])(C)(C)C.[CH3:26][N:27]1[CH:31]=[C:30]([C:32]2[CH:33]=[C:34]3[C:39](=[CH:40][CH:41]=2)[NH:38][CH2:37][CH2:36][CH2:35]3)[CH:29]=[N:28]1.C1(P(C2CCCCC2)C2C=CC=CC=2C2C(OC(C)C)=CC=CC=2OC(C)C)CCCCC1. (4) Given the product [NH2:17][C:11]1[N:12]=[CH:13][C:14]([C:23]2[CH:24]=[C:19]([OH:18])[CH:20]=[CH:21][CH:22]=2)=[CH:15][C:10]=1[C:2]1[S:1][C:5]2[CH:6]=[CH:7][CH:8]=[CH:9][C:4]=2[N:3]=1, predict the reactants needed to synthesize it. The reactants are: [S:1]1[C:5]2[CH:6]=[CH:7][CH:8]=[CH:9][C:4]=2[N:3]=[C:2]1[C:10]1[C:11]([NH2:17])=[N:12][CH:13]=[C:14](Br)[CH:15]=1.[OH:18][C:19]1[CH:20]=[C:21](B(O)O)[CH:22]=[CH:23][CH:24]=1.C(=O)([O-])[O-].[K+].[K+]. (5) Given the product [CH2:1]([C:3]1[C:11]2[CH2:10][O:9][C:8](=[O:12])[C:7]=2[CH:6]=[CH:5][C:4]=1[CH:13]1[CH2:14][O:23]1)[CH3:2], predict the reactants needed to synthesize it. The reactants are: [CH2:1]([C:3]1[C:11]2[CH2:10][O:9][C:8](=[O:12])[C:7]=2[CH:6]=[CH:5][C:4]=1[CH:13]=[CH2:14])[CH3:2].C1C=C(Cl)C=C(C(OO)=[O:23])C=1. (6) Given the product [CH2:21]([C:20]1[N:8]([CH2:7][CH2:6][CH2:5][CH2:4][CH2:3][S:2][CH3:1])[C:9]2[C:18]3[CH:17]=[CH:16][CH:15]=[CH:14][C:13]=3[N:12]=[CH:11][C:10]=2[N:19]=1)[CH2:22][CH2:23][CH2:24][CH2:25][CH3:26], predict the reactants needed to synthesize it. The reactants are: [CH3:1][S:2][CH2:3][CH2:4][CH2:5][CH2:6][CH2:7][NH:8][C:9]1[C:18]2[C:13](=[CH:14][CH:15]=[CH:16][CH:17]=2)[N:12]=[CH:11][C:10]=1[NH:19][C:20](=O)[CH2:21][CH2:22][CH2:23][CH2:24][CH2:25][CH3:26].Cl.N1C=CC=CC=1. (7) Given the product [Cl:33][C:34]1[C:35]([OH:45])=[C:36]([S:41]([N:15]([CH2:14][C:10]2[C:9]([O:24][CH3:25])=[C:8]([C:5]3[CH:6]=[CH:7][C:2]([Cl:1])=[CH:3][CH:4]=3)[CH:13]=[CH:12][CH:11]=2)[CH2:16][C:17]2[CH:18]=[CH:19][C:20]([F:23])=[CH:21][CH:22]=2)(=[O:43])=[O:42])[CH:37]=[C:38]([Cl:40])[CH:39]=1, predict the reactants needed to synthesize it. The reactants are: [Cl:1][C:2]1[CH:7]=[CH:6][C:5]([C:8]2[CH:13]=[CH:12][CH:11]=[C:10]([CH2:14][NH:15][CH2:16][C:17]3[CH:22]=[CH:21][C:20]([F:23])=[CH:19][CH:18]=3)[C:9]=2[O:24][CH3:25])=[CH:4][CH:3]=1.C(N(CC)CC)C.[Cl:33][C:34]1[C:35]([OH:45])=[C:36]([S:41](Cl)(=[O:43])=[O:42])[CH:37]=[C:38]([Cl:40])[CH:39]=1.